From a dataset of Reaction yield outcomes from USPTO patents with 853,638 reactions. Predict the reaction yield, written as a fraction of the theoretical maximum amount of product (1.0 means a 100% yield; for example, 0.34 means a 34% yield). (1) The reactants are N[C:2]1[C:11]([CH3:12])=[CH:10][CH:9]=[C:8]2[C:3]=1[CH:4]=[CH:5][NH:6][C:7]2=[O:13].N([O-])=[O:15].[Na+]. The catalyst is S(=O)(=O)(O)O.O. The product is [OH:15][C:2]1[C:11]([CH3:12])=[CH:10][CH:9]=[C:8]2[C:3]=1[CH:4]=[CH:5][NH:6][C:7]2=[O:13]. The yield is 0.855. (2) The reactants are [Cl:1][C:2]1[N:7]=[CH:6][C:5]([CH2:8][C:9]([CH3:18])([C:14]([O:16]C)=[O:15])[C:10]([O:12]C)=[O:11])=[CH:4][CH:3]=1.O.[OH-].[Li+].Cl. The catalyst is C1COCC1.O. The product is [Cl:1][C:2]1[N:7]=[CH:6][C:5]([CH2:8][C:9]([CH3:18])([C:14]([OH:16])=[O:15])[C:10]([OH:12])=[O:11])=[CH:4][CH:3]=1. The yield is 0.950.